Regression. Given a peptide amino acid sequence and an MHC pseudo amino acid sequence, predict their binding affinity value. This is MHC class II binding data. From a dataset of Peptide-MHC class II binding affinity with 134,281 pairs from IEDB. (1) The peptide sequence is AFAVAATAANAAPAN. The MHC is HLA-DPA10201-DPB11401 with pseudo-sequence HLA-DPA10201-DPB11401. The binding affinity (normalized) is 0.207. (2) The peptide sequence is YLILKNLTGLVSTGS. The MHC is DRB1_0701 with pseudo-sequence DRB1_0701. The binding affinity (normalized) is 0.513. (3) The MHC is DRB1_1001 with pseudo-sequence DRB1_1001. The peptide sequence is KPLLIIAEDVEGEY. The binding affinity (normalized) is 0.439.